This data is from Catalyst prediction with 721,799 reactions and 888 catalyst types from USPTO. The task is: Predict which catalyst facilitates the given reaction. (1) Reactant: [F:1][C:2]1[C:3]([O:43]C)=[CH:4][C:5]([CH2:38][C:39]([F:42])([F:41])[F:40])=[C:6]([C:8]2[N:13]=[C:12]3[N:14](C(OC(C)(C)C)=O)[N:15]=[C:16]([C:17](=[O:20])[NH:18][CH3:19])[C:11]3=[C:10]([NH:28][CH2:29][C:30]3[CH:35]=[CH:34][CH:33]=[CH:32][C:31]=3[NH:36][CH3:37])[N:9]=2)[CH:7]=1.[H-].[Na+].[S:47](Cl)(=[O:50])(=[O:49])[NH2:48].B(Br)(Br)Br. Product: [F:1][C:2]1[C:3]([OH:43])=[CH:4][C:5]([CH2:38][C:39]([F:42])([F:41])[F:40])=[C:6]([C:8]2[N:13]=[C:12]3[NH:14][N:15]=[C:16]([C:17]([NH:18][CH3:19])=[O:20])[C:11]3=[C:10]([NH:28][CH2:29][C:30]3[CH:35]=[CH:34][CH:33]=[CH:32][C:31]=3[N:36]([CH3:37])[S:47](=[O:50])(=[O:49])[NH2:48])[N:9]=2)[CH:7]=1. The catalyst class is: 1. (2) Reactant: [Br:1][C:2]1[N:7]=[C:6]([C:8](=[O:11])[NH:9][CH3:10])[C:5]([NH:12][C:13]2[C:18]([C:19]([F:22])([F:21])[F:20])=[CH:17][N:16]=[C:15]([NH:23][C:24]3[CH:36]=[CH:35][C:27]([CH2:28][CH2:29][CH2:30][CH2:31][PH:32](=[O:34])[OH:33])=[CH:26][C:25]=3[O:37][CH3:38])[N:14]=2)=[CH:4][CH:3]=1.[CH3:39][C:40]([CH3:58])([CH2:43][N:44]1[CH:48]=[C:47]([B:49]2[O:53][C:52]([CH3:55])([CH3:54])[C:51]([CH3:57])([CH3:56])[O:50]2)[CH:46]=[N:45]1)[CH2:41]O.CN1C=CN=C1.F[P-](F)(F)(F)(F)F.N1(O[P+](N2CCCC2)(N2CCCC2)N2CCCC2)C2C=CC=CC=2N=N1. Product: [Br:1][C:2]1[N:7]=[C:6]([C:8](=[O:11])[NH:9][CH3:10])[C:5]([NH:12][C:13]2[C:18]([C:19]([F:22])([F:20])[F:21])=[CH:17][N:16]=[C:15]([NH:23][C:24]3[CH:36]=[CH:35][C:27]([CH2:28][CH2:29][CH2:30][CH2:31][PH:32](=[O:33])[O:34][CH2:39][C:40]([CH3:58])([CH3:41])[CH2:43][N:44]4[CH:48]=[C:47]([B:49]5[O:53][C:52]([CH3:55])([CH3:54])[C:51]([CH3:57])([CH3:56])[O:50]5)[CH:46]=[N:45]4)=[CH:26][C:25]=3[O:37][CH3:38])[N:14]=2)=[CH:4][CH:3]=1. The catalyst class is: 26. (3) Reactant: [C:1]([C:4]1[C:5]([CH:16]2[CH2:19][CH2:18][CH2:17]2)=[CH:6][C:7]([CH2:14][CH3:15])=[C:8]([CH:13]=1)[C:9]([O:11][CH3:12])=[O:10])(=[S:3])[NH2:2].I[CH3:21]. Product: [CH:16]1([C:5]2[C:4]([C:1](=[NH:2])[S:3][CH3:21])=[CH:13][C:8]([C:9]([O:11][CH3:12])=[O:10])=[C:7]([CH2:14][CH3:15])[CH:6]=2)[CH2:17][CH2:18][CH2:19]1. The catalyst class is: 7.